Predict the reactants needed to synthesize the given product. From a dataset of Full USPTO retrosynthesis dataset with 1.9M reactions from patents (1976-2016). (1) Given the product [O:1]=[C:2]1[C:7]([C:8]([OH:10])=[O:9])=[CH:6][CH:5]=[CH:4][N:3]1[C:12]1[CH:17]=[CH:16][CH:15]=[CH:14][N:13]=1, predict the reactants needed to synthesize it. The reactants are: [O:1]=[C:2]1[C:7]([C:8]([O:10]C)=[O:9])=[CH:6][CH:5]=[CH:4][N:3]1[C:12]1[CH:17]=[CH:16][CH:15]=[CH:14][N:13]=1.[OH-].[Na+].C(O)(C(F)(F)F)=O. (2) Given the product [F:38][C:24]1[C:25]([NH:27][C@@H:28]2[CH2:33][CH2:32][CH2:31][N:30]([C:34](=[O:37])[CH:35]=[CH2:36])[CH2:29]2)=[N:26][C:21]([NH:20][C:16]2[CH:17]=[C:18]3[C:13](=[CH:14][CH:15]=2)[CH2:12][N:11]([CH2:10][CH2:9][OH:8])[CH2:19]3)=[N:22][CH:23]=1, predict the reactants needed to synthesize it. The reactants are: [Si]([O:8][CH2:9][CH2:10][N:11]1[CH2:19][C:18]2[C:13](=[CH:14][CH:15]=[C:16]([NH:20][C:21]3[N:26]=[C:25]([NH:27][C@@H:28]4[CH2:33][CH2:32][CH2:31][N:30]([C:34](=[O:37])[CH:35]=[CH2:36])[CH2:29]4)[C:24]([F:38])=[CH:23][N:22]=3)[CH:17]=2)[CH2:12]1)(C(C)(C)C)(C)C.CCCC[N+](CCCC)(CCCC)CCCC.[F-]. (3) Given the product [C:1]1([C:7]([C:17]2[CH:22]=[CH:21][C:20]([CH:23]=[CH:24][C:25]([NH:35][S:32]([CH2:31][CH2:30][CH2:29][Cl:28])(=[O:34])=[O:33])=[O:26])=[CH:19][CH:18]=2)=[C:8]([C:11]2[CH:16]=[CH:15][CH:14]=[CH:13][CH:12]=2)[CH2:9][CH3:10])[CH:2]=[CH:3][CH:4]=[CH:5][CH:6]=1, predict the reactants needed to synthesize it. The reactants are: [C:1]1(/[C:7](/[C:17]2[CH:22]=[CH:21][C:20]([CH:23]=[CH:24][C:25](O)=[O:26])=[CH:19][CH:18]=2)=[C:8](/[C:11]2[CH:16]=[CH:15][CH:14]=[CH:13][CH:12]=2)\[CH2:9][CH3:10])[CH:6]=[CH:5][CH:4]=[CH:3][CH:2]=1.[Cl:28][CH2:29][CH2:30][CH2:31][S:32]([NH2:35])(=[O:34])=[O:33]. (4) The reactants are: [CH:1]([C:3]1[CH:11]=[CH:10][CH:9]=[CH:8][C:4]=1[C:5]([OH:7])=O)=O.C(N(CC)CC)C.[C:19]1([C:25]2([C:35]3[CH:40]=[CH:39][CH:38]=[CH:37][CH:36]=3)[CH:29]3[CH2:30][NH:31][CH2:32][CH2:33][N:28]3[C:27](=[O:34])[O:26]2)[CH:24]=[CH:23][CH:22]=[CH:21][CH:20]=1.[NH:41]1[CH2:46][CH:45]=[CH:44][CH2:43][CH2:42]1.C(O[BH-](OC(=O)C)OC(=O)C)(=O)C.[Na+]. Given the product [N:41]1([CH2:1][C:3]2[CH:11]=[CH:10][CH:9]=[CH:8][C:4]=2[C:5]([N:31]2[CH2:32][CH2:33][N:28]3[C:27](=[O:34])[O:26][C:25]([C:19]4[CH:24]=[CH:23][CH:22]=[CH:21][CH:20]=4)([C:35]4[CH:36]=[CH:37][CH:38]=[CH:39][CH:40]=4)[CH:29]3[CH2:30]2)=[O:7])[CH2:42][CH:43]=[CH:44][CH2:45][CH2:46]1, predict the reactants needed to synthesize it.